From a dataset of Forward reaction prediction with 1.9M reactions from USPTO patents (1976-2016). Predict the product of the given reaction. (1) Given the reactants [N:1]1[CH:6]=[CH:5][CH:4]=[C:3]([C:7]2[CH:16]=[N:15][C:14]([NH2:17])=[C:13]3[C:8]=2[CH:9]=[CH:10][CH:11]=[N:12]3)[CH:2]=1.Br[C:19]1[CH:24]=[CH:23][CH:22]=[C:21]([CH3:25])[N:20]=1.C1(P(C2C=CC=CC=2)C2C3OC4C(=CC=CC=4P(C4C=CC=CC=4)C4C=CC=CC=4)C(C)(C)C=3C=CC=2)C=CC=CC=1.C(=O)([O-])[O-].[Cs+].[Cs+], predict the reaction product. The product is: [CH3:25][C:21]1[N:20]=[C:19]([NH:17][C:14]2[N:15]=[CH:16][C:7]([C:3]3[CH:2]=[N:1][CH:6]=[CH:5][CH:4]=3)=[C:8]3[C:13]=2[N:12]=[CH:11][CH:10]=[CH:9]3)[CH:24]=[CH:23][CH:22]=1. (2) The product is: [CH3:50][O:51][C:52](=[O:60])[CH2:53][CH:54]1[CH2:59][CH2:58][CH2:57][CH2:56][N:55]1[C:14]([C:9]1[N:10]=[C:11]([CH3:13])[S:12][C:8]=1[C:5]1[CH:4]=[CH:3][C:2]([F:1])=[CH:7][CH:6]=1)=[O:16]. Given the reactants [F:1][C:2]1[CH:7]=[CH:6][C:5]([C:8]2[S:12][C:11]([CH3:13])=[N:10][C:9]=2[C:14]([OH:16])=O)=[CH:4][CH:3]=1.C(N(CC)C(C)C)(C)C.CN(C(ON1N=NC2C=CC=NC1=2)=[N+](C)C)C.F[P-](F)(F)(F)(F)F.[CH3:50][O:51][C:52](=[O:60])[CH2:53][CH:54]1[CH2:59][CH2:58][CH2:57][CH2:56][NH:55]1, predict the reaction product. (3) Given the reactants NC1(C2C=CC(C3C(C4C=CC=CC=4)=CC4C(=O)CCCC=4N=3)=CC=2)CCC1.C(OC(=O)[NH:35][C:36]1([C:40]2[CH:45]=[CH:44][C:43]([C:46]3[C:55]([C:56]4[CH:61]=[CH:60][CH:59]=[CH:58][CH:57]=4)=[CH:54][C:53]4[C:52](=[O:62])[NH:51][CH2:50][CH2:49][C:48]=4[N:47]=3)=[CH:42][CH:41]=2)[CH2:39][CH2:38][CH2:37]1)(C)(C)C, predict the reaction product. The product is: [NH2:35][C:36]1([C:40]2[CH:41]=[CH:42][C:43]([C:46]3[C:55]([C:56]4[CH:61]=[CH:60][CH:59]=[CH:58][CH:57]=4)=[CH:54][C:53]4[C:52](=[O:62])[NH:51][CH2:50][CH2:49][C:48]=4[N:47]=3)=[CH:44][CH:45]=2)[CH2:39][CH2:38][CH2:37]1.